This data is from Catalyst prediction with 721,799 reactions and 888 catalyst types from USPTO. The task is: Predict which catalyst facilitates the given reaction. (1) Reactant: [C:1]([C:3]1[CH:8]=[CH:7][CH:6]=[CH:5][C:4]=1[CH:9]1[CH2:14][CH2:13][N:12]([C:15]2[CH:16]=[N:17][N:18](C(OC(C)(C)C)=O)[C:19](=O)[C:20]=2[C:21]([F:24])([F:23])[F:22])[CH2:11][CH2:10]1)#[N:2].P(Cl)(Cl)([Cl:35])=O. Product: [Cl:35][C:19]1[N:18]=[N:17][CH:16]=[C:15]([N:12]2[CH2:13][CH2:14][CH:9]([C:4]3[CH:5]=[CH:6][CH:7]=[CH:8][C:3]=3[C:1]#[N:2])[CH2:10][CH2:11]2)[C:20]=1[C:21]([F:24])([F:23])[F:22]. The catalyst class is: 10. (2) Reactant: C([N:8]([C:20]([O:22][CH2:23][C:24]1[CH:29]=[CH:28][CH:27]=[CH:26][CH:25]=1)=[O:21])[CH2:9][C:10]([N:12]1[CH2:19][CH2:18][CH2:17][C@H:13]1[C:14]([OH:16])=O)=[O:11])C1C=CC=CC=1.C(N(C(C)C)CC)(C)C.ClC(OCC)=O.C1(C)C=CC(S(O)(=O)=O)=CC=1.[CH2:56]([O:63][C:64](=[O:70])[C@H:65]([CH2:67][CH2:68][CH3:69])[NH2:66])[C:57]1[CH:62]=[CH:61][CH:60]=[CH:59][CH:58]=1. Product: [CH2:56]([O:63][C:64](=[O:70])[C@H:65]([CH2:67][CH2:68][CH3:69])[NH:66][C:14](=[O:16])[C@@H:13]1[CH2:17][CH2:18][CH2:19][N:12]1[C:10](=[O:11])[CH2:9][NH:8][C:20]([O:22][CH2:23][C:24]1[CH:25]=[CH:26][CH:27]=[CH:28][CH:29]=1)=[O:21])[C:57]1[CH:62]=[CH:61][CH:60]=[CH:59][CH:58]=1. The catalyst class is: 4. (3) Reactant: [CH3:1][O:2][C:3](=[O:15])[C:4]1[C:5](=[C:10]([OH:14])[CH:11]=[CH:12][CH:13]=1)[C:6]([O:8][CH3:9])=[O:7].C(=O)([O-])[O-].[K+].[K+].[Cl:22][C:23]1[S:24][C:25]([CH2:28]Cl)=[CH:26][CH:27]=1. Product: [CH3:1][O:2][C:3](=[O:15])[C:4]1[C:5](=[C:10]([O:14][CH2:28][C:25]2[S:24][C:23]([Cl:22])=[CH:27][CH:26]=2)[CH:11]=[CH:12][CH:13]=1)[C:6]([O:8][CH3:9])=[O:7]. The catalyst class is: 21. (4) Reactant: O=[C:2]([CH3:19])[CH2:3][N:4]1[C:8]([C:9](OCC)=[O:10])=[CH:7][C:6]([C:14]([O:16][CH2:17][CH3:18])=[O:15])=[N:5]1.C([O-])(=O)C.[NH4+:24]. Product: [OH:10][C:9]1[C:8]2[N:4]([N:5]=[C:6]([C:14]([O:16][CH2:17][CH3:18])=[O:15])[CH:7]=2)[CH:3]=[C:2]([CH3:19])[N:24]=1. The catalyst class is: 15. (5) Reactant: [C:1]([N:8]1[CH2:13][CH2:12][NH:11][CH2:10][CH2:9]1)([O:3][C:4]([CH3:7])([CH3:6])[CH3:5])=[O:2].Br[C:15]1[CH:20]=[C:19]([CH3:21])[C:18]([CH3:22])=[CH:17][C:16]=1[CH3:23].C1(P(C2C=CC=CC=2)C2C=CC3C(=CC=CC=3)C=2C2C3C(=CC=CC=3)C=CC=2P(C2C=CC=CC=2)C2C=CC=CC=2)C=CC=CC=1.CC(C)([O-])C.[Na+]. Product: [C:4]([O:3][C:1]([N:8]1[CH2:9][CH2:10][N:11]([C:15]2[CH:20]=[C:19]([CH3:21])[C:18]([CH3:22])=[CH:17][C:16]=2[CH3:23])[CH2:12][CH2:13]1)=[O:2])([CH3:7])([CH3:6])[CH3:5]. The catalyst class is: 720. (6) Reactant: [CH3:1][C:2]1([CH3:15])[NH:7][C:6](=[O:8])[C:5]2[C:9]([C:12]([OH:14])=O)=[CH:10][O:11][C:4]=2[CH2:3]1.C(N(CC)CC)C.ClC(OCC)=O.[NH2:29][C:30]1[CH:31]=[CH:32][C:33]([CH:39]2[CH2:44][CH2:43][N:42]([C:45]([O:47][C:48]([CH3:51])([CH3:50])[CH3:49])=[O:46])[CH2:41][CH2:40]2)=[N:34][C:35]=1[O:36][CH2:37][CH3:38]. Product: [CH3:15][C:2]1([CH3:1])[NH:7][C:6](=[O:8])[C:5]2[C:9]([C:12]([NH:29][C:30]3[CH:31]=[CH:32][C:33]([CH:39]4[CH2:44][CH2:43][N:42]([C:45]([O:47][C:48]([CH3:49])([CH3:51])[CH3:50])=[O:46])[CH2:41][CH2:40]4)=[N:34][C:35]=3[O:36][CH2:37][CH3:38])=[O:14])=[CH:10][O:11][C:4]=2[CH2:3]1. The catalyst class is: 7.